Dataset: NCI-60 drug combinations with 297,098 pairs across 59 cell lines. Task: Regression. Given two drug SMILES strings and cell line genomic features, predict the synergy score measuring deviation from expected non-interaction effect. (1) Drug 1: C1CN1C2=NC(=NC(=N2)N3CC3)N4CC4. Drug 2: C1C(C(OC1N2C=NC3=C2NC=NCC3O)CO)O. Cell line: NCI-H522. Synergy scores: CSS=31.1, Synergy_ZIP=-10.2, Synergy_Bliss=-6.30, Synergy_Loewe=-11.9, Synergy_HSA=-7.49. (2) Drug 1: CN1CCC(CC1)COC2=C(C=C3C(=C2)N=CN=C3NC4=C(C=C(C=C4)Br)F)OC. Drug 2: C1C(C(OC1N2C=NC3=C2NC=NCC3O)CO)O. Cell line: OVCAR-4. Synergy scores: CSS=9.40, Synergy_ZIP=-3.49, Synergy_Bliss=-1.68, Synergy_Loewe=-0.105, Synergy_HSA=0.0355. (3) Drug 1: C1=NC2=C(N=C(N=C2N1C3C(C(C(O3)CO)O)O)F)N. Drug 2: CC=C1C(=O)NC(C(=O)OC2CC(=O)NC(C(=O)NC(CSSCCC=C2)C(=O)N1)C(C)C)C(C)C. Cell line: T-47D. Synergy scores: CSS=19.3, Synergy_ZIP=-2.23, Synergy_Bliss=-3.34, Synergy_Loewe=-26.1, Synergy_HSA=-2.63.